This data is from Forward reaction prediction with 1.9M reactions from USPTO patents (1976-2016). The task is: Predict the product of the given reaction. (1) Given the reactants [Cl:1][C:2]1[N:7]=[C:6]([NH:8][C:9]2[N:14]=[CH:13][C:12]3[C:15]([C:21]4[CH:22]=[N:23][N:24]([CH2:26][C:27]([OH:29])=O)[CH:25]=4)=[CH:16][N:17]([CH:18]([CH3:20])[CH3:19])[C:11]=3[CH:10]=2)[CH:5]=[CH:4][N:3]=1.CN(C(ON1N=NC2C=CC=CC1=2)=[N+](C)C)C.F[P-](F)(F)(F)(F)F.C(N(CC)C(C)C)(C)C.[O:63]1[CH2:66][CH:65]([NH2:67])[CH2:64]1, predict the reaction product. The product is: [Cl:1][C:2]1[N:7]=[C:6]([NH:8][C:9]2[N:14]=[CH:13][C:12]3[C:15]([C:21]4[CH:22]=[N:23][N:24]([CH2:26][C:27]([NH:67][CH:65]5[CH2:66][O:63][CH2:64]5)=[O:29])[CH:25]=4)=[CH:16][N:17]([CH:18]([CH3:20])[CH3:19])[C:11]=3[CH:10]=2)[CH:5]=[CH:4][N:3]=1. (2) Given the reactants I.[NH2:2][C:3]1[C:4]([C:11]([NH:13][C:14](=[NH:17])SC)=[O:12])=[N:5][C:6]([Cl:10])=[C:7]([NH2:9])[N:8]=1.[OH:18][C@@H:19]1[CH2:24][O:23][C@@H:22]([CH3:25])[O:21][C@H:20]1[CH2:26][N:27]([CH2:42][C@H:43]1[C@H:48]([OH:49])[CH2:47][O:46][C@@H:45]([CH3:50])[O:44]1)[CH2:28][CH2:29][O:30][C:31]1[CH:36]=[CH:35][C:34]([CH2:37][CH2:38][CH2:39][CH2:40][NH2:41])=[CH:33][CH:32]=1.C(N(C(C)C)CC)(C)C, predict the reaction product. The product is: [OH:18][C@@H:19]1[CH2:24][O:23][C@@H:22]([CH3:25])[O:21][C@H:20]1[CH2:26][N:27]([CH2:42][C@H:43]1[C@H:48]([OH:49])[CH2:47][O:46][C@@H:45]([CH3:50])[O:44]1)[CH2:28][CH2:29][O:30][C:31]1[CH:32]=[CH:33][C:34]([CH2:37][CH2:38][CH2:39][CH2:40][NH:41][C:14]([NH:13][C:11]([C:4]2[C:3]([NH2:2])=[N:8][C:7]([NH2:9])=[C:6]([Cl:10])[N:5]=2)=[O:12])=[NH:17])=[CH:35][CH:36]=1.